Dataset: Forward reaction prediction with 1.9M reactions from USPTO patents (1976-2016). Task: Predict the product of the given reaction. (1) Given the reactants [Cl:1][C:2]1[CH:3]=[CH:4][C:5]([O:15][CH2:16][C:17]2[CH:22]=[CH:21][C:20]([F:23])=[CH:19][CH:18]=2)=[C:6]([C:8](=O)[CH2:9][CH2:10][C:11](=O)[CH3:12])[CH:7]=1.[NH2:24][C:25]1[CH:30]=[CH:29][C:28]([S:31]([NH:34][C:35]([C:37]2[CH:42]=[CH:41][CH:40]=[CH:39][CH:38]=2)=[O:36])(=[O:33])=[O:32])=[CH:27][CH:26]=1.C1(C)C=CC(S(O)(=O)=O)=CC=1, predict the reaction product. The product is: [Cl:1][C:2]1[CH:3]=[CH:4][C:5]([O:15][CH2:16][C:17]2[CH:22]=[CH:21][C:20]([F:23])=[CH:19][CH:18]=2)=[C:6]([C:8]2[N:24]([C:25]3[CH:26]=[CH:27][C:28]([S:31]([NH:34][C:35]([C:37]4[CH:38]=[CH:39][CH:40]=[CH:41][CH:42]=4)=[O:36])(=[O:33])=[O:32])=[CH:29][CH:30]=3)[C:11]([CH3:12])=[CH:10][CH:9]=2)[CH:7]=1. (2) Given the reactants [CH2:1]([O:8][C:9]([N:11]1[CH:15]([C:16]([OH:18])=O)[CH2:14][S:13][C@@H:12]1[CH:19]1[CH2:24][CH2:23][N:22]([C:25]([O:27][C:28]([CH3:31])([CH3:30])[CH3:29])=[O:26])[CH2:21][CH2:20]1)=[O:10])[C:2]1[CH:7]=[CH:6][CH:5]=[CH:4][CH:3]=1.CCN(C(C)C)C(C)C.CN(C(ON1N=NC2C=CC=NC1=2)=[N+](C)C)C.F[P-](F)(F)(F)(F)F.[NH2:65][C:66]1[S:67][CH:68]=[C:69]([C:71]2[CH:82]=[CH:81][C:74]([C:75]([NH:77][CH:78]3[CH2:80][CH2:79]3)=[O:76])=[CH:73][CH:72]=2)[N:70]=1, predict the reaction product. The product is: [C:28]([O:27][C:25]([N:22]1[CH2:23][CH2:24][CH:19]([C@@H:12]2[N:11]([C:9]([O:8][CH2:1][C:2]3[CH:7]=[CH:6][CH:5]=[CH:4][CH:3]=3)=[O:10])[CH:15]([C:16](=[O:18])[NH:65][C:66]3[S:67][CH:68]=[C:69]([C:71]4[CH:72]=[CH:73][C:74]([C:75](=[O:76])[NH:77][CH:78]5[CH2:80][CH2:79]5)=[CH:81][CH:82]=4)[N:70]=3)[CH2:14][S:13]2)[CH2:20][CH2:21]1)=[O:26])([CH3:31])([CH3:30])[CH3:29].